The task is: Predict the reaction yield, written as a fraction of the theoretical maximum amount of product (1.0 means a 100% yield; for example, 0.34 means a 34% yield).. This data is from Reaction yield outcomes from USPTO patents with 853,638 reactions. The reactants are [Br:1][C:2]1[C:7]2[NH:8][C:9](=[O:11])[NH:10][C:6]=2[CH:5]=[C:4]([C:12]([O:14]C)=[O:13])[CH:3]=1.[OH-].[Na+]. The catalyst is CO. The product is [Br:1][C:2]1[C:7]2[NH:8][C:9](=[O:11])[NH:10][C:6]=2[CH:5]=[C:4]([C:12]([OH:14])=[O:13])[CH:3]=1. The yield is 1.00.